This data is from Full USPTO retrosynthesis dataset with 1.9M reactions from patents (1976-2016). The task is: Predict the reactants needed to synthesize the given product. (1) Given the product [Cl:27][C:11]1[C:12]2[O:17][C:16]3[CH:18]=[CH:19][CH:20]=[CH:21][C:15]=3[C:13]=2[N:14]=[C:9]([C:6]2[CH:7]=[CH:8][C:3]([C:2]([F:24])([F:23])[F:1])=[CH:4][CH:5]=2)[N:10]=1, predict the reactants needed to synthesize it. The reactants are: [F:1][C:2]([F:24])([F:23])[C:3]1[CH:8]=[CH:7][C:6]([C:9]2[NH:10][C:11](=O)[C:12]3[O:17][C:16]4[CH:18]=[CH:19][CH:20]=[CH:21][C:15]=4[C:13]=3[N:14]=2)=[CH:5][CH:4]=1.O=P(Cl)(Cl)[Cl:27]. (2) Given the product [CH3:1][N:2]([CH2:7][CH:8]=[CH2:9])[S:3]([NH2:6])(=[O:5])=[O:4].[Cl:17][C:18]1[CH:31]=[CH:30][C:29]([N:32]2[C:37](=[O:38])[CH:36]=[C:35]([C:39]([F:40])([F:42])[F:41])[N:34]([CH3:43])[C:33]2=[O:44])=[CH:28][C:19]=1[C:20]([O:22][C@@H:23]([CH3:27])[C:24]([OH:25])=[O:4])=[O:21], predict the reactants needed to synthesize it. The reactants are: [CH3:1][N:2]([CH2:7][CH:8]=[CH2:9])[S:3]([NH2:6])(=[O:5])=[O:4].C(N(CC)CC)C.[Cl:17][C:18]1[CH:31]=[CH:30][C:29]([N:32]2[C:37](=[O:38])[CH:36]=[C:35]([C:39]([F:42])([F:41])[F:40])[N:34]([CH3:43])[C:33]2=[O:44])=[CH:28][C:19]=1[C:20]([O:22][C@@H:23]([CH3:27])[C:24](Cl)=[O:25])=[O:21]. (3) The reactants are: [Cl:1][C:2]1[CH:3]=[C:4]([N+:12]([O-:14])=[O:13])[C:5]([CH3:11])=[C:6]([N+:8]([O-])=O)[CH:7]=1.[NH4+]=S. Given the product [Cl:1][C:2]1[CH:3]=[C:4]([N+:12]([O-:14])=[O:13])[C:5]([CH3:11])=[C:6]([CH:7]=1)[NH2:8], predict the reactants needed to synthesize it. (4) The reactants are: [Cl:1][C:2]1[CH:3]=[C:4]([CH:7]=[CH:8][C:9]=1[OH:10])[C:5]#[N:6].C1C=CC(P(C2C=CC=CC=2)C2C=CC=CC=2)=CC=1.O[C@@H:31]1[C@@H:39]([N:40]2[CH2:45][CH2:44][CH2:43][C@@H:42]([NH:46]C(=O)OC(C)(C)C)[CH2:41]2)[C:34]2=[N:35][CH:36]=[CH:37][CH:38]=[C:33]2[CH2:32]1.N(C(OC(C)C)=O)=NC(OC(C)C)=O. Given the product [NH2:46][C@@H:42]1[CH2:43][CH2:44][CH2:45][N:40]([C@H:39]2[C@H:31]([O:10][C:9]3[CH:8]=[CH:7][C:4]([C:5]#[N:6])=[CH:3][C:2]=3[Cl:1])[C:32]3=[N:35][CH:36]=[CH:37][CH:38]=[C:33]3[CH2:34]2)[CH2:41]1, predict the reactants needed to synthesize it. (5) Given the product [C:1]([N:4]1[C:13]2[C:8](=[CH:9][C:10]([C:16]([OH:18])=[O:17])=[C:11]([O:14][CH3:15])[CH:12]=2)[CH:7]([NH:20][C:21]2[N:26]=[C:25]([CH3:27])[CH:24]=[CH:23][N:22]=2)[CH:6]([CH3:28])[CH:5]1[CH:29]1[CH2:30][CH2:31]1)(=[O:3])[CH3:2], predict the reactants needed to synthesize it. The reactants are: [C:1]([N:4]1[C:13]2[C:8](=[CH:9][C:10]([C:16]([O:18]C)=[O:17])=[C:11]([O:14][CH3:15])[CH:12]=2)[CH:7]([NH:20][C:21]2[N:26]=[C:25]([CH3:27])[CH:24]=[CH:23][N:22]=2)[CH:6]([CH3:28])[CH:5]1[CH:29]1[CH2:31][CH2:30]1)(=[O:3])[CH3:2].C(N1C2C(=CC(C(OC)=O)=C(OC)C=2)C(N)C(C)C1C1CC1)(=O)C.[OH-].[Li+].Cl. (6) The reactants are: [CH2:1]([O:8][C:9]([N:11]1[CH2:15][C:14](=[O:16])[N:13]=[C:12]1[NH2:17])=[O:10])[C:2]1[CH:7]=[CH:6][CH:5]=[CH:4][CH:3]=1.Br[CH2:19][C:20]1[C:21]([CH3:26])=[CH:22][CH:23]=[CH:24][CH:25]=1.C([O-])([O-])=O.[K+].[K+]. Given the product [CH2:1]([O:8][C:9]([N:11]1[CH2:15][C:14](=[O:16])[N:13]=[C:12]1[NH:17][CH2:19][C:20]1[CH:25]=[CH:24][CH:23]=[CH:22][C:21]=1[CH3:26])=[O:10])[C:2]1[CH:7]=[CH:6][CH:5]=[CH:4][CH:3]=1, predict the reactants needed to synthesize it. (7) Given the product [CH2:1]([O:3][C:4]([C:6]1([C:9]2[CH:10]=[CH:11][C:12]([C:15]3[CH:20]=[CH:19][C:18]([C:21]4[O:25][N:24]=[C:23]([CH3:26])[C:22]=4[NH:27][CH:36]([CH3:37])[CH2:35][CH2:28][C:29]4[CH:34]=[CH:33][CH:32]=[CH:31][CH:30]=4)=[CH:17][CH:16]=3)=[CH:13][CH:14]=2)[CH2:8][CH2:7]1)=[O:5])[CH3:2], predict the reactants needed to synthesize it. The reactants are: [CH2:1]([O:3][C:4]([C:6]1([C:9]2[CH:14]=[CH:13][C:12]([C:15]3[CH:20]=[CH:19][C:18]([C:21]4[O:25][N:24]=[C:23]([CH3:26])[C:22]=4[NH2:27])=[CH:17][CH:16]=3)=[CH:11][CH:10]=2)[CH2:8][CH2:7]1)=[O:5])[CH3:2].[CH2:28]([CH2:35][C:36](=O)[CH3:37])[C:29]1[CH:34]=[CH:33][CH:32]=[CH:31][CH:30]=1.